Task: Predict the reactants needed to synthesize the given product.. Dataset: Full USPTO retrosynthesis dataset with 1.9M reactions from patents (1976-2016) Given the product [N:22]1([C:20]2[N:16]=[C:5]([CH2:6][C:7]([O:9][CH2:10][CH3:11])=[O:8])[NH:12][C:28](=[O:30])[CH:21]=2)[CH2:27][CH2:26][O:25][CH2:24][CH2:23]1, predict the reactants needed to synthesize it. The reactants are: Cl.C(O[C:5](=[NH:12])[CH2:6][C:7]([O:9][CH2:10][CH3:11])=[O:8])C.C([N:16]([CH2:20][CH3:21])C(C)C)(C)C.[NH:22]1[CH2:27][CH2:26][O:25][CH2:24][CH2:23]1.[CH2:28]([OH:30])C.